This data is from Forward reaction prediction with 1.9M reactions from USPTO patents (1976-2016). The task is: Predict the product of the given reaction. (1) The product is: [CH3:1][C:2]1[NH:11][C:5]2=[N:6][CH:7]=[C:8]([NH:10][C:16](=[O:17])[C:15]3[C:19]([F:30])=[CH:20][CH:21]=[C:22]([NH:23][S:24]([CH2:27][CH2:28][CH3:29])(=[O:26])=[O:25])[C:14]=3[F:13])[CH:9]=[C:4]2[C:3]=1[CH3:12]. Given the reactants [CH3:1][C:2]1[NH:11][C:5]2=[N:6][CH:7]=[C:8]([NH2:10])[CH:9]=[C:4]2[C:3]=1[CH3:12].[F:13][C:14]1[C:22]([NH:23][S:24]([CH2:27][CH2:28][CH3:29])(=[O:26])=[O:25])=[CH:21][CH:20]=[C:19]([F:30])[C:15]=1[C:16](O)=[O:17].CCN=C=NCCCN(C)C.C1C=CC2N(O)N=NC=2C=1, predict the reaction product. (2) Given the reactants [H-].[Na+].[N:3]1[CH:8]=[CH:7][CH:6]=[C:5]([C:9]([C:11]2[C:20](=[O:21])[C:19]3[C:14](=[CH:15][CH:16]=[CH:17][CH:18]=3)[NH:13][CH:12]=2)=[O:10])[CH:4]=1.CN(C)C=O.[CH3:27][C:28]1[CH:29]=[C:30]([CH:33]=[CH:34][CH:35]=1)[CH2:31]Br, predict the reaction product. The product is: [CH3:27][C:28]1[CH:29]=[C:30]([CH:33]=[CH:34][CH:35]=1)[CH2:31][N:13]1[C:14]2[C:19](=[CH:18][CH:17]=[CH:16][CH:15]=2)[C:20](=[O:21])[C:11]([C:9]([C:5]2[CH:4]=[N:3][CH:8]=[CH:7][CH:6]=2)=[O:10])=[CH:12]1. (3) The product is: [CH3:1][N:2]([CH3:27])[CH2:3][CH2:4][NH:5][C:6]([C:8]1[C:21]2[C:12](=[N:13][C:14]3[C:19]([N:20]=2)=[C:18]2[CH:22]=[CH:23][C:24]([NH:26][C:28](=[O:30])[CH3:29])=[CH:25][C:17]2=[CH:16][CH:15]=3)[CH:11]=[CH:10][CH:9]=1)=[O:7]. Given the reactants [CH3:1][N:2]([CH3:27])[CH2:3][CH2:4][NH:5][C:6]([C:8]1[C:21]2[C:12](=[N:13][C:14]3[C:19]([N:20]=2)=[C:18]2[CH:22]=[CH:23][C:24]([NH2:26])=[CH:25][C:17]2=[CH:16][CH:15]=3)[CH:11]=[CH:10][CH:9]=1)=[O:7].[C:28](Cl)(=[O:30])[CH3:29], predict the reaction product. (4) Given the reactants C(=O)([O-])[O-].[K+].[K+].[Cl:7][C:8]1[C:17]2[C:12](=[C:13]([Cl:18])[CH:14]=[CH:15][CH:16]=2)[CH:11]=[C:10]([OH:19])[N:9]=1.Br[CH2:21][CH2:22][CH3:23], predict the reaction product. The product is: [Cl:7][C:8]1[C:17]2[C:12](=[C:13]([Cl:18])[CH:14]=[CH:15][CH:16]=2)[CH:11]=[C:10]([O:19][CH2:21][CH2:22][CH3:23])[N:9]=1. (5) Given the reactants [CH3:1][O:2][CH2:3][C:4]12[C:10]3([CH2:12][CH2:11]3)[CH:7]([CH2:8][CH2:9]1)[CH2:6][C:5]2=[O:13].[Li+].CC([N-]C(C)C)C.[P:22](Cl)([O:27][CH2:28][CH3:29])([O:24][CH2:25][CH3:26])=[O:23], predict the reaction product. The product is: [CH3:1][O:2][CH2:3][C:4]12[C:10]3([CH2:12][CH2:11]3)[CH:7]([CH2:8][CH2:9]1)[CH:6]([P:22](=[O:23])([O:27][CH2:28][CH3:29])[O:24][CH2:25][CH3:26])[C:5]2=[O:13]. (6) Given the reactants C[O:2][C:3](=[O:41])[C@@H:4]([NH:19][C:20]([C:22]1[C:23]([CH3:40])=[N:24][C:25]([NH:29][CH2:30][CH2:31][CH2:32][C:33]2[CH:38]=[CH:37][CH:36]=[C:35]([OH:39])[CH:34]=2)=[N:26][C:27]=1[CH3:28])=[O:21])[CH2:5][NH:6][C:7]([N:9]1[C:18]2[C:13](=[CH:14][CH:15]=[CH:16][CH:17]=2)[CH2:12][CH2:11][CH2:10]1)=[O:8].O.[OH-].[Li+].S([O-])(O)(=O)=O.[K+], predict the reaction product. The product is: [N:9]1([C:7]([NH:6][CH2:5][C@H:4]([NH:19][C:20]([C:22]2[C:27]([CH3:28])=[N:26][C:25]([NH:29][CH2:30][CH2:31][CH2:32][C:33]3[CH:38]=[CH:37][CH:36]=[C:35]([OH:39])[CH:34]=3)=[N:24][C:23]=2[CH3:40])=[O:21])[C:3]([OH:41])=[O:2])=[O:8])[C:18]2[C:13](=[CH:14][CH:15]=[CH:16][CH:17]=2)[CH2:12][CH2:11][CH2:10]1.